Dataset: Full USPTO retrosynthesis dataset with 1.9M reactions from patents (1976-2016). Task: Predict the reactants needed to synthesize the given product. Given the product [N:20]1[CH:21]=[CH:22][CH:23]=[C:18]([C@H:9]([NH2:8])[CH2:10][CH2:11][CH:12]2[CH2:13][CH2:14][O:15][CH2:16][CH2:17]2)[CH:19]=1, predict the reactants needed to synthesize it. The reactants are: CC1(O)C(=[N:8][CH:9]([C:18]2[CH:19]=[N:20][CH:21]=[CH:22][CH:23]=2)[CH2:10][CH2:11][CH:12]2[CH2:17][CH2:16][O:15][CH2:14][CH2:13]2)CC2CC1C2(C)C.Cl.NO.C([O-])([O-])=O.[K+].[K+].